From a dataset of Full USPTO retrosynthesis dataset with 1.9M reactions from patents (1976-2016). Predict the reactants needed to synthesize the given product. (1) The reactants are: [C:1]([CH2:9][C:10]([O-:12])=O)(=O)[C:2]1[CH:7]=[CH:6][N:5]=[CH:4][CH:3]=1.[CH3:13][NH:14][NH:15][C:16]1[CH:21]=[CH:20][CH:19]=[CH:18][CH:17]=1.C(O)(=O)C. Given the product [CH3:13][N:14]1[C:1]([C:2]2[CH:3]=[CH:4][N:5]=[CH:6][CH:7]=2)=[CH:9][C:10](=[O:12])[N:15]1[C:16]1[CH:21]=[CH:20][CH:19]=[CH:18][CH:17]=1, predict the reactants needed to synthesize it. (2) Given the product [N+:1]([CH2:4][CH2:5][C:6]1[C:14]2[C:9](=[CH:10][C:11]([C:15]([O:17][CH2:18][CH3:19])=[O:16])=[CH:12][CH:13]=2)[NH:8][CH:7]=1)([O-:3])=[O:2], predict the reactants needed to synthesize it. The reactants are: [N+:1]([CH:4]=[CH:5][C:6]1[C:14]2[C:9](=[CH:10][C:11]([C:15]([O:17][CH2:18][CH3:19])=[O:16])=[CH:12][CH:13]=2)[NH:8][CH:7]=1)([O-:3])=[O:2].[BH4-].[Na+]. (3) The reactants are: [CH2:1]([N:8]1[CH2:13][CH:12]2[CH2:14][CH:9]1[CH2:10][N:11]2[C:15]1[CH:21]=[CH:20][C:19](Br)=[CH:18][C:16]=1[NH2:17])[C:2]1[CH:7]=[CH:6][CH:5]=[CH:4][CH:3]=1.CC1(C)COB([C:30]2[CH:37]=[CH:36][CH:35]=[CH:34][C:31]=2[C:32]#[N:33])OC1.P([O-])([O-])([O-])=O.[K+].[K+].[K+]. Given the product [NH2:17][C:16]1[CH:18]=[C:19]([C:30]2[C:31]([C:32]#[N:33])=[CH:34][CH:35]=[CH:36][CH:37]=2)[CH:20]=[CH:21][C:15]=1[N:11]1[CH2:10][CH:9]2[CH2:14][CH:12]1[CH2:13][N:8]2[CH2:1][C:2]1[CH:3]=[CH:4][CH:5]=[CH:6][CH:7]=1, predict the reactants needed to synthesize it. (4) Given the product [Cl:34][C:31]1[CH:32]=[CH:33][C:28]([CH2:27][CH:19]2[N:16]3[C:17](=[O:18])[CH:12]([NH:11][C:8]([C:5]4[CH:4]=[N:3][C:2]([CH3:1])=[CH:7][N:6]=4)=[O:10])[CH2:13][N:14]([S:35]([C:38]4[CH:43]=[CH:42][C:41]([Cl:44])=[CH:40][C:39]=4[Cl:45])(=[O:37])=[O:36])[CH:15]3[CH2:22][N:21]([CH:23]([CH3:25])[CH3:24])[C:20]2=[O:26])=[CH:29][CH:30]=1, predict the reactants needed to synthesize it. The reactants are: [CH3:1][C:2]1[N:3]=[CH:4][C:5]([C:8]([OH:10])=O)=[N:6][CH:7]=1.[NH2:11][CH:12]1[C:17](=[O:18])[N:16]2[CH:19]([CH2:27][C:28]3[CH:33]=[CH:32][C:31]([Cl:34])=[CH:30][CH:29]=3)[C:20](=[O:26])[N:21]([CH:23]([CH3:25])[CH3:24])[CH2:22][CH:15]2[N:14]([S:35]([C:38]2[CH:43]=[CH:42][C:41]([Cl:44])=[CH:40][C:39]=2[Cl:45])(=[O:37])=[O:36])[CH2:13]1.